Dataset: Experimentally validated miRNA-target interactions with 360,000+ pairs, plus equal number of negative samples. Task: Binary Classification. Given a miRNA mature sequence and a target amino acid sequence, predict their likelihood of interaction. The miRNA is hsa-miR-5193 with sequence UCCUCCUCUACCUCAUCCCAGU. The protein sequence of the target gene is MREENKGMPSGGGSDEGLASAAARGLVEKVRQLLEAGADPNGVNRFGRRAIQVMMMGSARVAELLLLHGAEPNCADPATLTRPVHDAAREGFLDTLVVLHRAGARLDVRDAWGRLPVDLAEERGHRDVAGYLRTATGD. Result: 0 (no interaction).